Dataset: Full USPTO retrosynthesis dataset with 1.9M reactions from patents (1976-2016). Task: Predict the reactants needed to synthesize the given product. (1) Given the product [F:9][C:10]1[CH:15]=[CH:14][C:13]([O:16][CH2:17][C:18]#[C:19][C:2]2[CH:7]=[CH:6][C:5]([CH3:8])=[CH:4][N:3]=2)=[C:12]([O:20][CH3:21])[CH:11]=1, predict the reactants needed to synthesize it. The reactants are: Br[C:2]1[CH:7]=[CH:6][C:5]([CH3:8])=[CH:4][N:3]=1.[F:9][C:10]1[CH:15]=[CH:14][C:13]([O:16][CH2:17][C:18]#[CH:19])=[C:12]([O:20][CH3:21])[CH:11]=1.C(NC(C)C)(C)C. (2) The reactants are: [CH2:1]([N:3]([CH2:18][CH3:19])[CH2:4][CH2:5][NH:6][C:7]([C:9]1[C:13]([CH3:14])=[C:12]([CH:15]=O)[NH:11][C:10]=1[CH3:17])=[O:8])[CH3:2].[F:20][C:21]1[CH:22]=[C:23]2[C:27](=[CH:28][CH:29]=1)[NH:26][C:25](=[O:30])[CH2:24]2. Given the product [CH3:2][CH2:1][N:3]([CH2:4][CH2:5][NH:6][C:7]([C:9]1[C:13]([CH3:14])=[C:12](/[CH:15]=[C:24]2/[C:23]3[CH:22]=[C:21]([F:20])[CH:29]=[CH:28][C:27]=3[NH:26][C:25]/2=[O:30])[NH:11][C:10]=1[CH3:17])=[O:8])[CH2:18][CH3:19], predict the reactants needed to synthesize it. (3) Given the product [C:8]([SH:10])(=[S:9])[C:2]1[CH:7]=[CH:6][CH:5]=[CH:4][CH:3]=1, predict the reactants needed to synthesize it. The reactants are: Br[C:2]1[CH:7]=[CH:6][CH:5]=[CH:4][CH:3]=1.[C:8](=[S:10])=[S:9]. (4) Given the product [CH3:39][C:38]([CH3:40])([CH3:41])[C@H:37]([NH:42][C:43](=[O:55])[C@@H:44]([N:46]([CH3:54])[C:47](=[O:53])[O:48][C:49]([CH3:50])([CH3:51])[CH3:52])[CH3:45])[C:36](=[O:56])[N:34]1[CH2:35][C@@H:31]([NH:30][C:1](=[O:4])[C:2]#[CH:3])[CH2:32][C@H:33]1[C:57](=[O:69])[NH:58][C@H:59]1[C:68]2[C:63](=[CH:64][CH:65]=[CH:66][CH:67]=2)[CH2:62][CH2:61][CH2:60]1, predict the reactants needed to synthesize it. The reactants are: [C:1](O)(=[O:4])[C:2]#[CH:3].CN(C(ON1N=NC2C=CC=NC1=2)=[N+](C)C)C.F[P-](F)(F)(F)(F)F.[NH2:30][C@@H:31]1[CH2:35][N:34]([C:36](=[O:56])[C@@H:37]([NH:42][C:43](=[O:55])[C@@H:44]([N:46]([CH3:54])[C:47](=[O:53])[O:48][C:49]([CH3:52])([CH3:51])[CH3:50])[CH3:45])[C:38]([CH3:41])([CH3:40])[CH3:39])[C@H:33]([C:57](=[O:69])[NH:58][C@H:59]2[C:68]3[C:63](=[CH:64][CH:65]=[CH:66][CH:67]=3)[CH2:62][CH2:61][CH2:60]2)[CH2:32]1.CCN(C(C)C)C(C)C. (5) Given the product [OH:29][CH2:28][CH:27]([NH:26][C:22]([C:19]1[CH:20]=[CH:21][C:9]2[C:8](=[O:25])[C:7]3[C:6]4[C:14](=[CH:15][C:3]([C:1]#[N:2])=[CH:4][CH:5]=4)[NH:13][C:12]=3[C:11]([CH3:17])([CH3:16])[C:10]=2[CH:18]=1)=[O:24])[CH2:30][OH:31], predict the reactants needed to synthesize it. The reactants are: [C:1]([C:3]1[CH:15]=[C:14]2[C:6]([C:7]3[C:8](=[O:25])[C:9]4[CH:21]=[CH:20][C:19]([C:22]([OH:24])=O)=[CH:18][C:10]=4[C:11]([CH3:17])([CH3:16])[C:12]=3[NH:13]2)=[CH:5][CH:4]=1)#[N:2].[NH2:26][CH:27]([CH2:30][OH:31])[CH2:28][OH:29]. (6) Given the product [CH3:42][C:43]1[C:44]([N:50]2[CH2:51][CH2:52][N:53]([C:56]([C:58]3[CH:59]=[CH:60][C:61]([N:64]4[CH:68]([CH:69]([CH3:70])[CH3:71])[CH2:67][NH:66][C:65]4=[O:81])=[N:62][CH:63]=3)=[O:57])[CH2:54][CH2:55]2)=[N:45][CH:46]=[C:47]([CH3:49])[CH:48]=1, predict the reactants needed to synthesize it. The reactants are: BrC1N=CC(C(N2CCN(C3C(C)=CC(C)=CN=3)CC2)=O)=CC=1.C(C1CN(CC2C=CC(OC)=CC=2)C(=O)N1)(C)C.[CH3:42][C:43]1[C:44]([N:50]2[CH2:55][CH2:54][N:53]([C:56]([C:58]3[CH:59]=[CH:60][C:61]([N:64]4[CH:68]([CH:69]([CH3:71])[CH3:70])[CH2:67][N:66](CC5C=CC(OC)=CC=5)[C:65]4=[O:81])=[N:62][CH:63]=3)=[O:57])[CH2:52][CH2:51]2)=[N:45][CH:46]=[C:47]([CH3:49])[CH:48]=1. (7) Given the product [Cl:11][C:7]1[C:8]([N:18]([CH3:19])[CH3:17])=[N:9][C:4]([CH:1]2[CH2:3][CH2:2]2)=[N:5][C:6]=1[C:12]([O:14][CH3:15])=[O:13], predict the reactants needed to synthesize it. The reactants are: [CH:1]1([C:4]2[N:9]=[C:8](Cl)[C:7]([Cl:11])=[C:6]([C:12]([O:14][CH3:15])=[O:13])[N:5]=2)[CH2:3][CH2:2]1.Cl.[CH3:17][NH:18][CH3:19].C(N(CC)CC)C.ClCCl. (8) Given the product [NH:26]1[C:30]2[CH:31]=[C:32]([N:35]3[CH:39]([C:40]4[CH:41]=[CH:42][C:43]([CH:46]5[CH2:51][CH2:50][C:49]([F:53])([F:52])[CH2:48][CH2:47]5)=[CH:44][CH:45]=4)[C:38]([CH3:54])=[C:37]([O:55][CH3:3])[C:36]3=[O:56])[CH:33]=[CH:34][C:29]=2[N:28]=[CH:27]1, predict the reactants needed to synthesize it. The reactants are: [OH-].[K+].[CH3:3]C1C=CC(S(N(N=O)C)(=O)=O)=CC=1.C(O)CO.CCOCC.[NH:26]1[C:30]2[CH:31]=[C:32]([N:35]3[CH:39]([C:40]4[CH:45]=[CH:44][C:43]([CH:46]5[CH2:51][CH2:50][C:49]([F:53])([F:52])[CH2:48][CH2:47]5)=[CH:42][CH:41]=4)[C:38]([CH3:54])=[C:37]([OH:55])[C:36]3=[O:56])[CH:33]=[CH:34][C:29]=2[N:28]=[CH:27]1. (9) Given the product [CH:28]1([C:31]2[CH:32]=[C:33](/[C:43](=[CH:47]\[C@H:48]3[CH2:68][CH2:67][C:50]4([O:54][C@H:53]([C:55]5[CH:56]=[CH:57][CH:58]=[CH:59][CH:60]=5)[C@@H:52]([C:61]5[CH:66]=[CH:65][CH:64]=[CH:63][CH:62]=5)[O:51]4)[CH2:49]3)/[C:44]([NH:69][C:70]3[CH:79]=[CH:78][C:73]([C:74]([OH:76])=[O:75])=[CH:72][N:71]=3)=[O:45])[CH:34]=[CH:35][C:36]=2[S:37]([CH:40]2[CH2:41][CH2:42]2)(=[O:39])=[O:38])[CH2:29][CH2:30]1, predict the reactants needed to synthesize it. The reactants are: C1(P(C2C=CC=CC=2)C2C=CC=CC=2)C=CC=CC=1.BrN1C(=O)CCC1=O.[CH:28]1([C:31]2[CH:32]=[C:33](/[C:43](=[CH:47]\[C@H:48]3[CH2:68][CH2:67][C:50]4([O:54][C@H:53]([C:55]5[CH:60]=[CH:59][CH:58]=[CH:57][CH:56]=5)[C@@H:52]([C:61]5[CH:66]=[CH:65][CH:64]=[CH:63][CH:62]=5)[O:51]4)[CH2:49]3)/[C:44](O)=[O:45])[CH:34]=[CH:35][C:36]=2[S:37]([CH:40]2[CH2:42][CH2:41]2)(=[O:39])=[O:38])[CH2:30][CH2:29]1.[NH2:69][C:70]1[CH:79]=[CH:78][C:73]([C:74]([O:76]C)=[O:75])=[CH:72][N:71]=1.